Dataset: Forward reaction prediction with 1.9M reactions from USPTO patents (1976-2016). Task: Predict the product of the given reaction. (1) Given the reactants [N+:1]([O-:4])(O)=[O:2].C([O:8][C:9](=[O:21])[C:10]1[CH:20]=[C:17]([O:18][CH3:19])[C:15]([OH:16])=[C:12]([O:13][CH3:14])[CH:11]=1)(=O)C.[C:22](OC(=O)C)(=[O:24])[CH3:23], predict the reaction product. The product is: [C:22]([O:16][C:15]1[C:12]([O:13][CH3:14])=[CH:11][C:10]([C:9]([OH:8])=[O:21])=[C:20]([N+:1]([O-:4])=[O:2])[C:17]=1[O:18][CH3:19])(=[O:24])[CH3:23]. (2) Given the reactants [CH:1]1([CH2:7][NH:8][C:9]([C:11]2[C:12]([C:18]([F:21])([F:20])[F:19])=[N:13][C:14](Cl)=[N:15][CH:16]=2)=[O:10])[CH2:6][CH2:5][CH2:4][CH2:3][CH2:2]1.[F:22][C:23]1[C:29]([F:30])=[CH:28][CH:27]=[CH:26][C:24]=1[NH2:25], predict the reaction product. The product is: [CH:1]1([CH2:7][NH:8][C:9]([C:11]2[C:12]([C:18]([F:21])([F:20])[F:19])=[N:13][C:14]([NH:25][C:24]3[CH:26]=[CH:27][CH:28]=[C:29]([F:30])[C:23]=3[F:22])=[N:15][CH:16]=2)=[O:10])[CH2:6][CH2:5][CH2:4][CH2:3][CH2:2]1.